From a dataset of Reaction yield outcomes from USPTO patents with 853,638 reactions. Predict the reaction yield, written as a fraction of the theoretical maximum amount of product (1.0 means a 100% yield; for example, 0.34 means a 34% yield). (1) The reactants are [NH2:1][C:2]1[CH:7]=[C:6]([NH:8][S:9]([C:12]2[CH:17]=[CH:16][CH:15]=[CH:14][CH:13]=2)(=[O:11])=[O:10])[CH:5]=[CH:4][C:3]=1[CH2:18][C:19]([O:21][C:22]([CH3:25])(C)C)=[O:20].[C:26]([C:28]1[CH:33]=[CH:32][C:31]([CH2:34][C:35]([OH:37])=O)=[CH:30][CH:29]=1)#[N:27].Cl.C(=O)([O-])[O-].[NH4+:43].[NH4+]. The catalyst is O1CCCC1.C(O)C. The product is [CH2:22]([O:21][C:19]([CH2:18][C:3]1[CH:4]=[CH:5][C:6]([NH:8][S:9]([C:12]2[CH:17]=[CH:16][CH:15]=[CH:14][CH:13]=2)(=[O:11])=[O:10])=[CH:7][C:2]=1[NH:1][C:35]([CH2:34][C:31]1[CH:30]=[CH:29][C:28]([C:26]([NH2:27])=[NH:43])=[CH:33][CH:32]=1)=[O:37])=[O:20])[CH3:25]. The yield is 0.560. (2) The reactants are [F:1][C:2]([F:12])([F:11])[C:3]1[C:4](=[O:10])[NH:5][C:6](=[O:9])[NH:7][CH:8]=1.[CH2:13]([N:21]=[C:22]=[O:23])[CH2:14][CH2:15][CH2:16][CH2:17][CH2:18][CH2:19][CH3:20]. No catalyst specified. The product is [CH2:13]([NH:21][C:22]([N:7]1[CH:8]=[C:3]([C:2]([F:11])([F:1])[F:12])[C:4](=[O:10])[NH:5][C:6]1=[O:9])=[O:23])[CH2:14][CH2:15][CH2:16][CH2:17][CH2:18][CH2:19][CH3:20]. The yield is 0.220. (3) The reactants are [BH4-].[Na+].[C:3]([C:6]1[C:7]([O:17][CH2:18][CH2:19][NH:20][C:21]([O:23][C:24]([CH3:27])([CH3:26])[CH3:25])=[O:22])=[C:8]([C:12]([CH3:16])=[C:13]([Cl:15])[CH:14]=1)[C:9]([OH:11])=[O:10])(=[O:5])[CH3:4]. The catalyst is CO. The product is [C:24]([O:23][C:21]([NH:20][CH2:19][CH2:18][O:17][C:7]1[C:6]([CH:3]([OH:5])[CH3:4])=[CH:14][C:13]([Cl:15])=[C:12]([CH3:16])[C:8]=1[C:9]([OH:11])=[O:10])=[O:22])([CH3:25])([CH3:27])[CH3:26]. The yield is 0.700. (4) The reactants are [CH3:1][O:2][C:3]1[CH:8]=[CH:7][CH:6]=[CH:5][C:4]=1[NH:9][C:10]1[O:11][CH2:12][C:13](=[O:20])[C:14]=1[C:15]([O:17][CH2:18][CH3:19])=[O:16].[NH:21]1[C:29]2[C:24](=[CH:25][CH:26]=[CH:27][N:28]=2)[C:23]([CH:30]=O)=[CH:22]1.N1CCCCC1. The catalyst is C(O)C. The product is [NH:21]1[C:29]2=[N:28][CH:27]=[CH:26][CH:25]=[C:24]2[C:23]([CH:30]=[C:12]2[O:11][C:10]([NH:9][C:4]3[CH:5]=[CH:6][CH:7]=[CH:8][C:3]=3[O:2][CH3:1])=[C:14]([C:15]([O:17][CH2:18][CH3:19])=[O:16])[C:13]2=[O:20])=[CH:22]1. The yield is 0.740. (5) The reactants are FC(F)(F)C(O)=O.[CH2:8]([NH:12][C:13]1[N:21]=[C:20]2[C:16]([N:17]=[C:18]([O:22][CH3:23])[NH:19]2)=[C:15]([NH2:24])[N:14]=1)[CH2:9][CH2:10][CH3:11].C(=O)([O-])[O-].[K+].[K+].Br[CH2:32][CH:33]1[CH2:38][CH2:37][O:36][CH2:35][CH2:34]1. The catalyst is CN(C)C=O.C(OCC)(=O)C. The product is [CH2:8]([NH:12][C:13]1[N:21]=[C:20]2[C:16]([N:17]=[C:18]([O:22][CH3:23])[N:19]2[CH2:32][CH:33]2[CH2:38][CH2:37][O:36][CH2:35][CH2:34]2)=[C:15]([NH2:24])[N:14]=1)[CH2:9][CH2:10][CH3:11]. The yield is 0.900. (6) The reactants are I[C:2]1[CH:3]=[C:4]([C:8]2[O:12][N:11]=[C:10]([CH2:13][S:14][C:15]3[N:19]([CH3:20])[C:18]([C:21]4[S:22][CH:23]=[CH:24][CH:25]=4)=[N:17][N:16]=3)[N:9]=2)[CH:5]=[CH:6][CH:7]=1.[O:26]1[CH:30]=[CH:29][C:28](B(O)O)=[CH:27]1.COCCOC.C(=O)([O-])[O-].[Na+].[Na+]. The catalyst is C(OCC)(=O)C.C1C=CC([P]([Pd]([P](C2C=CC=CC=2)(C2C=CC=CC=2)C2C=CC=CC=2)([P](C2C=CC=CC=2)(C2C=CC=CC=2)C2C=CC=CC=2)[P](C2C=CC=CC=2)(C2C=CC=CC=2)C2C=CC=CC=2)(C2C=CC=CC=2)C2C=CC=CC=2)=CC=1. The product is [O:26]1[CH:30]=[CH:29][C:28]([C:2]2[CH:3]=[C:4]([C:8]3[O:12][N:11]=[C:10]([CH2:13][S:14][C:15]4[N:19]([CH3:20])[C:18]([C:21]5[S:22][CH:23]=[CH:24][CH:25]=5)=[N:17][N:16]=4)[N:9]=3)[CH:5]=[CH:6][CH:7]=2)=[CH:27]1. The yield is 0.570.